This data is from Full USPTO retrosynthesis dataset with 1.9M reactions from patents (1976-2016). The task is: Predict the reactants needed to synthesize the given product. (1) The reactants are: C([Li:5])CCC.[C:6]1([CH2:12][C:13]2[CH:18]=[CH:17][CH:16]=[CH:15][CH:14]=2)[CH:11]=[CH:10][CH:9]=[CH:8][CH:7]=1. Given the product [C:6]1([CH:12]([Li:5])[C:13]2[CH:14]=[CH:15][CH:16]=[CH:17][CH:18]=2)[CH:11]=[CH:10][CH:9]=[CH:8][CH:7]=1, predict the reactants needed to synthesize it. (2) Given the product [N+:7]([C:10]1[CH:15]=[CH:14][CH:13]=[CH:12][C:11]=1[S:16]([N@:1]1[CH2:3][CH:2]1[C:4]([OH:6])=[O:5])(=[O:18])=[O:17])([O-:9])=[O:8], predict the reactants needed to synthesize it. The reactants are: [NH:1]1[CH2:3][C@H:2]1[C:4]([OH:6])=[O:5].[N+:7]([C:10]1[CH:15]=[CH:14][CH:13]=[CH:12][C:11]=1[S:16](Cl)(=[O:18])=[O:17])([O-:9])=[O:8].[OH-].[Na+]. (3) Given the product [ClH:12].[Cl:12][C:11]1[CH:7]=[C:3]([C:4]([NH2:6])=[O:5])[C:1](=[NH:2])[N:29]([CH2:28][C:22]2[CH:23]=[C:24]([CH3:27])[CH:25]=[CH:26][C:21]=2[S:18]([CH2:16][CH3:17])(=[O:20])=[O:19])[CH:10]=1, predict the reactants needed to synthesize it. The reactants are: [C:1]([CH:3]([CH:7]1[C:11]([Cl:12])=[C:10](Cl)C(=O)O1)[C:4]([NH2:6])=[O:5])#[N:2].Cl.[CH2:16]([S:18]([C:21]1[CH:26]=[CH:25][C:24]([CH3:27])=[CH:23][C:22]=1[CH2:28][NH2:29])(=[O:20])=[O:19])[CH3:17].C(=O)([O-])[O-].[K+].[K+].[OH-].[Na+]. (4) Given the product [C:6]([C:8]1[CH:9]=[C:10]([C:15]2[O:19][N:18]=[C:17]([C:20]3[CH:37]=[CH:36][C:23]4[CH2:24][CH2:25][N:26]([C:29]([O:31][C:32]([CH3:35])([CH3:34])[CH3:33])=[O:30])[CH2:27][CH2:28][C:22]=4[CH:21]=3)[N:16]=2)[CH:11]=[CH:12][C:13]=1[O:3][CH2:1][CH3:2])#[N:7], predict the reactants needed to synthesize it. The reactants are: [CH2:1]([OH:3])[CH3:2].[H-].[Na+].[C:6]([C:8]1[CH:9]=[C:10]([C:15]2[O:19][N:18]=[C:17]([C:20]3[CH:37]=[CH:36][C:23]4[CH2:24][CH2:25][N:26]([C:29]([O:31][C:32]([CH3:35])([CH3:34])[CH3:33])=[O:30])[CH2:27][CH2:28][C:22]=4[CH:21]=3)[N:16]=2)[CH:11]=[CH:12][C:13]=1F)#[N:7]. (5) Given the product [F:17][C:14]([C:6]1[CH:5]=[C:4]([CH2:3][OH:2])[CH:9]=[C:8]([F:10])[C:7]=1[N+:11]([O-:13])=[O:12])([F:16])[CH3:15], predict the reactants needed to synthesize it. The reactants are: C[O:2][C:3](=O)[C:4]1[CH:9]=[C:8]([F:10])[C:7]([N+:11]([O-:13])=[O:12])=[C:6]([C:14]([F:17])([F:16])[CH3:15])[CH:5]=1.CC(C[AlH]CC(C)C)C.CCCCCC.C(C(C(C([O-])=O)O)O)([O-])=O.[Na+].[K+]. (6) Given the product [Cl:1][C:2]1[C:3]2[N:4]([C:10]([C@H:12]3[CH2:17][CH2:16][C@H:15]([CH2:18][OH:20])[CH2:14][CH2:13]3)=[N:9][CH:8]=2)[CH:5]=[CH:6][N:7]=1, predict the reactants needed to synthesize it. The reactants are: [Cl:1][C:2]1[C:3]([CH2:8][NH:9][C:10]([C@H:12]2[CH2:17][CH2:16][C@H:15]([C:18]([O:20]C)=O)[CH2:14][CH2:13]2)=O)=[N:4][CH:5]=[CH:6][N:7]=1.CN(C=O)C. (7) Given the product [CH3:63][O:62][C:60]1[CH:59]=[C:36]([CH:35]=[C:34]([O:33][CH3:32])[CH:61]=1)[CH2:37][CH:38]1[C:46]2[C:41](=[CH:42][CH:43]=[CH:44][C:45]=2[O:47][CH2:48][C:49]2[CH:50]=[CH:51][C:52]([C:53]([OH:55])=[O:54])=[CH:57][CH:58]=2)[CH2:40][CH2:39]1, predict the reactants needed to synthesize it. The reactants are: COC1C=C(C=C(OC)C=1)CC1C2C(=CC=CC=2CCC2C=CC(C(O)=O)=CC=2)CC=1.[CH3:32][O:33][C:34]1[CH:35]=[C:36]([CH:59]=[C:60]([O:62][CH3:63])[CH:61]=1)[CH2:37][CH:38]1[C:46]2[C:41](=[CH:42][CH:43]=[CH:44][C:45]=2[O:47][CH2:48][C:49]2[CH:58]=[CH:57][C:52]([C:53]([O:55]C)=[O:54])=[CH:51][CH:50]=2)[CH2:40][CH2:39]1.[Li+].[OH-]. (8) The reactants are: [H-].[Na+].[CH3:3][O:4][C:5](=[O:14])[C:6]1[CH:11]=[C:10]([OH:12])[CH:9]=[CH:8][C:7]=1[F:13].[NH2:15][C:16]1[S:17][C:18](Br)=[CH:19][N:20]=1. Given the product [CH3:3][O:4][C:5](=[O:14])[C:6]1[CH:11]=[C:10]([O:12][CH:18]2[S:17][CH:16]([NH2:15])[N:20]=[CH:19]2)[CH:9]=[CH:8][C:7]=1[F:13], predict the reactants needed to synthesize it. (9) The reactants are: FC(F)(F)C(O)=O.C([O:12][C:13]([C:15]1[CH:19]=[CH:18][N:17]([C:20]2[CH:25]=[CH:24][C:23]([Cl:26])=[CH:22][N:21]=2)[CH:16]=1)=[O:14])(C)(C)C.O. Given the product [Cl:26][C:23]1[CH:24]=[CH:25][C:20]([N:17]2[CH:18]=[CH:19][C:15]([C:13]([OH:14])=[O:12])=[CH:16]2)=[N:21][CH:22]=1, predict the reactants needed to synthesize it. (10) Given the product [F:1][C:2]([F:7])([F:6])[C:3]([OH:5])=[O:4].[Cl:15][C:16]1[CH:17]=[N:18][C:19]2[NH:20][C:21]3[CH:22]=[CH:23][CH:24]=[C:25]([CH:38]=3)[CH2:26][CH2:27][C:28]3[CH:36]=[C:32]([NH:33][C:34]=1[N:35]=2)[CH:31]=[C:30]([NH:37][C:40]([NH:39][C:42]1[CH:49]=[CH:48][C:45]([C:46]#[N:47])=[CH:44][CH:43]=1)=[O:41])[CH:29]=3, predict the reactants needed to synthesize it. The reactants are: [F:1][C:2]([F:7])([F:6])[C:3]([OH:5])=[O:4].FC(F)(F)C(O)=O.[Cl:15][C:16]1[CH:17]=[N:18][C:19]2[NH:20][C:21]3[CH:22]=[CH:23][CH:24]=[C:25]([CH:38]=3)[CH2:26][CH2:27][C:28]3[CH:36]=[C:32]([NH:33][C:34]=1[N:35]=2)[CH:31]=[C:30]([NH2:37])[CH:29]=3.[N:39]([C:42]1[CH:49]=[CH:48][C:45]([C:46]#[N:47])=[CH:44][CH:43]=1)=[C:40]=[O:41].